Predict the product of the given reaction. From a dataset of Forward reaction prediction with 1.9M reactions from USPTO patents (1976-2016). (1) Given the reactants O=[C:2]([CH3:15])[CH2:3][S:4][C:5]1[CH:6]=[C:7]([CH2:11][C:12]([OH:14])=[O:13])[CH:8]=[CH:9][CH:10]=1.Cl.[Cl:17][C:18]1[CH:23]=[CH:22][CH:21]=[CH:20][C:19]=1[NH:24]N, predict the reaction product. The product is: [Cl:17][C:18]1[CH:23]=[CH:22][CH:21]=[C:20]2[C:19]=1[NH:24][C:2]([CH3:15])=[C:3]2[S:4][C:5]1[CH:6]=[C:7]([CH2:11][C:12]([OH:14])=[O:13])[CH:8]=[CH:9][CH:10]=1. (2) Given the reactants [C@@H:1]1([N:10]2[C:20]3[N:19]=[C:17]([NH2:18])[NH:16][C:14](=[O:15])[C:13]=3[N:12]=[CH:11]2)[O:9][C@H:6]([CH2:7][OH:8])[C@@H:4]([OH:5])[C@H:2]1[OH:3].[C:21](Cl)(=[O:29])[CH2:22][CH2:23][CH2:24][CH2:25][CH2:26][CH2:27][CH3:28], predict the reaction product. The product is: [C:21]([C@@:1]1([N:10]2[C:20]3[N:19]=[C:17]([NH2:18])[NH:16][C:14](=[O:15])[C:13]=3[N:12]=[CH:11]2)[O:9][C@H:6]([CH2:7][OH:8])[C@@H:4]([OH:5])[C@H:2]1[OH:3])(=[O:29])[CH2:22][CH2:23][CH2:24][CH2:25][CH2:26][CH2:27][CH3:28]. (3) Given the reactants [CH3:1][C:2]1[CH:6]=[C:5]([NH2:7])[N:4]([C:8]2[CH:13]=[CH:12][CH:11]=[CH:10][N:9]=2)[N:3]=1.Cl[C:15]1[CH:23]=[CH:22][C:21]([C:24]([F:27])([F:26])[F:25])=[CH:20][C:16]=1[C:17]([OH:19])=[O:18].C(=O)([O-])[O-].[K+].[K+].O, predict the reaction product. The product is: [CH3:1][C:2]1[CH:6]=[C:5]([NH:7][C:15]2[CH:23]=[CH:22][C:21]([C:24]([F:25])([F:27])[F:26])=[CH:20][C:16]=2[C:17]([OH:19])=[O:18])[N:4]([C:8]2[CH:13]=[CH:12][CH:11]=[CH:10][N:9]=2)[N:3]=1. (4) Given the reactants Br[C:2]1[CH:3]=[C:4]([CH:8]2[CH2:17][C:16]([CH3:19])([CH3:18])[C:15]3[C:10](=[CH:11][CH:12]=[C:13]([C:20]([F:23])([F:22])[F:21])[CH:14]=3)[NH:9]2)[CH:5]=[CH:6][CH:7]=1.[NH2:24][C:25]1([C:28]([OH:30])=[O:29])[CH2:27][CH2:26]1.C(=O)([O-])[O-].[K+].[K+], predict the reaction product. The product is: [CH3:18][C:16]1([CH3:19])[C:15]2[C:10](=[CH:11][CH:12]=[C:13]([C:20]([F:23])([F:22])[F:21])[CH:14]=2)[NH:9][CH:8]([C:4]2[CH:3]=[C:2]([NH:24][C:25]3([C:28]([OH:30])=[O:29])[CH2:27][CH2:26]3)[CH:7]=[CH:6][CH:5]=2)[CH2:17]1. (5) Given the reactants [C:1]([NH2:5])([CH3:4])([CH3:3])[CH3:2].Br[C:7]1[CH:12]=[CH:11][CH:10]=[CH:9][CH:8]=1.CC(C)([O-])C.[Na+], predict the reaction product. The product is: [C:1]([NH:5][C:7]1[CH:12]=[CH:11][CH:10]=[CH:9][CH:8]=1)([CH3:4])([CH3:3])[CH3:2].